This data is from Forward reaction prediction with 1.9M reactions from USPTO patents (1976-2016). The task is: Predict the product of the given reaction. The product is: [CH3:51][C@H:11]1[C@H:12]2[CH2:13][C@H:14]3[C:15]([CH3:16])([CH3:17])[C@@H:3]([CH2:4][CH2:5][C@:7]2([CH3:58])[CH2:8][CH2:9][CH2:10]1)[C@H:2]([CH3:1])[CH2:19][CH2:18]3. Given the reactants [CH3:1][C:2]1[C@@H:19](OC([C@H](O)[C@@H](NC(C2C=CC=CC=2)=O)C2C=CC=CC=2)=O)[CH2:18][C@:14]2(O)[C:15]([CH3:17])([CH3:16])[C:3]=1[C@@H:4](OC(C)=O)[C:5]([C@@:7]1([CH3:58])[C@H:12]([C@@H:13]2OC(C2C=CC=CC=2)=O)[C@:11]2(OC(C)=O)[CH2:51]O[C@@H:10]2[CH2:9][C@@H:8]1O)=O.CC1[C@@H](OC([C@H](O)[C@@H](NC(OC(C)(C)C)=O)C2C=CC=CC=2)=O)C[C@]2(O)C(C)(C)C=1[C@@H](O)C([C@@]1(C)[C@H]([C@@H]2OC(C2C=CC=CC=2)=O)[C@]2(OC(C)=O)CO[C@@H]2C[C@@H]1O)=O, predict the reaction product.